From a dataset of Forward reaction prediction with 1.9M reactions from USPTO patents (1976-2016). Predict the product of the given reaction. Given the reactants C([O:5][C:6]([CH2:8][CH2:9][O:10][CH2:11][C:12]([CH2:25][O:26][CH2:27][CH2:28][C:29]([O:31]C(C)(C)C)=[O:30])([CH2:14][O:15][CH2:16][CH2:17][C:18]([O:20]C(C)(C)C)=[O:19])[NH2:13])=[O:7])(C)(C)C, predict the reaction product. The product is: [C:18]([CH2:17][CH2:16][O:15][CH2:14][C:12]([CH2:25][O:26][CH2:27][CH2:28][C:29]([OH:31])=[O:30])([CH2:11][O:10][CH2:9][CH2:8][C:6]([OH:7])=[O:5])[NH2:13])([OH:20])=[O:19].